Dataset: Full USPTO retrosynthesis dataset with 1.9M reactions from patents (1976-2016). Task: Predict the reactants needed to synthesize the given product. (1) Given the product [Br:28][C:29]1[CH:30]=[CH:31][C:32]([CH2:35][O:36][C:37]2[CH:42]=[CH:41][N:40]([CH2:15][C:16]([C:18]3[CH:23]=[CH:22][C:21]([CH2:24][OH:25])=[CH:20][C:19]=3[CH3:26])=[O:17])[C:39](=[O:43])[CH:38]=2)=[N:33][CH:34]=1, predict the reactants needed to synthesize it. The reactants are: C(OC1C=CN([CH2:15][C:16]([C:18]2[CH:23]=[CH:22][C:21]([CH2:24][OH:25])=[CH:20][C:19]=2[CH3:26])=[O:17])C(=O)C=1)C1C=CC=CC=1.[Br:28][C:29]1[CH:30]=[CH:31][C:32]([CH2:35][O:36][C:37]2[CH:42]=[CH:41][NH:40][C:39](=[O:43])[CH:38]=2)=[N:33][CH:34]=1. (2) Given the product [NH2:1][C:2]1[N:3]=[C:4]([NH2:21])[C:5]2[C:11]([CH3:12])=[C:10]([CH2:13][C:14]3[CH:19]=[CH:18][CH:17]=[CH:16][CH:15]=3)[C:9]([NH:29][CH2:28][CH2:27][C:26]3[CH:30]=[C:31]([O:33][CH3:34])[CH:32]=[C:24]([O:23][CH3:22])[CH:25]=3)=[N:8][C:6]=2[N:7]=1, predict the reactants needed to synthesize it. The reactants are: [NH2:1][C:2]1[N:3]=[C:4]([NH2:21])[C:5]2[C:11]([CH3:12])=[C:10]([CH2:13][C:14]3[CH:19]=[CH:18][CH:17]=[CH:16][CH:15]=3)[C:9](Cl)=[N:8][C:6]=2[N:7]=1.[CH3:22][O:23][C:24]1[CH:25]=[C:26]([CH:30]=[C:31]([O:33][CH3:34])[CH:32]=1)[CH2:27][CH2:28][NH2:29]. (3) Given the product [CH3:12][O:13][C:14]1[CH:19]=[C:18]([O:20][CH3:21])[CH:17]=[CH:16][C:15]=1[C:22]([C:24]1[CH:29]=[CH:28][CH:27]=[CH:26][C:25]=1[O:5][N:4]=[C:2]([CH3:3])[CH3:1])=[O:23], predict the reactants needed to synthesize it. The reactants are: [CH3:1][C:2](=[N:4][OH:5])[CH3:3].C([O-])(C)(C)C.[K+].[CH3:12][O:13][C:14]1[CH:19]=[C:18]([O:20][CH3:21])[CH:17]=[CH:16][C:15]=1[C:22]([C:24]1[CH:29]=[CH:28][CH:27]=[CH:26][C:25]=1F)=[O:23]. (4) The reactants are: [C:1]([O:4][C@H:5]([C@H:7]([O:21][CH2:22][C:23]1[CH:28]=[CH:27][CH:26]=[CH:25][CH:24]=1)[C@@H:8]([O:13][CH2:14][C:15]1[CH:20]=[CH:19][CH:18]=[CH:17][CH:16]=1)[CH2:9][CH2:10]C=C)[CH3:6])(=[O:3])[CH3:2].B1C2CCCC1CCC2.P([O-])([O-])([O-])=O.[K+].[K+].[K+].Br/[CH:47]=[C:48](\[NH:53][C:54]([O:56][C:57]([CH3:60])([CH3:59])[CH3:58])=[O:55])/[C:49]([O:51][CH3:52])=[O:50]. Given the product [C:1]([O:4][C@@H:5]([CH3:6])[C@H:7]([O:21][CH2:22][C:23]1[CH:28]=[CH:27][CH:26]=[CH:25][CH:24]=1)[C@@H:8]([O:13][CH2:14][C:15]1[CH:20]=[CH:19][CH:18]=[CH:17][CH:16]=1)[CH2:9][CH2:10]/[CH:47]=[C:48](\[NH:53][C:54]([O:56][C:57]([CH3:60])([CH3:59])[CH3:58])=[O:55])/[C:49]([O:51][CH3:52])=[O:50])(=[O:3])[CH3:2], predict the reactants needed to synthesize it. (5) Given the product [ClH:19].[ClH:20].[Cl:19][C:13]1[CH:12]=[CH:11][C:10]2[CH2:9][NH:8][CH2:17][C:16](=[CH2:18])[C:15]=2[N:14]=1, predict the reactants needed to synthesize it. The reactants are: C([N:8]1[CH2:17][C:16](=[CH2:18])[C:15]2[N:14]=[C:13]([Cl:19])[CH:12]=[CH:11][C:10]=2[CH2:9]1)C1C=CC=CC=1.[Cl:20]C(OC(Cl)C)=O. (6) Given the product [CH:27]1([C:25]#[C:26][C:2]2[C:3]([F:17])=[C:4]3[C:8](=[CH:9][CH:10]=2)[N:7]([CH:11]2[CH2:16][CH2:15][CH2:14][CH2:13][O:12]2)[N:6]=[CH:5]3)[CH2:29][CH2:28]1, predict the reactants needed to synthesize it. The reactants are: Br[C:2]1[C:3]([F:17])=[C:4]2[C:8](=[CH:9][CH:10]=1)[N:7]([CH:11]1[CH2:16][CH2:15][CH2:14][CH2:13][O:12]1)[N:6]=[CH:5]2.C(N(CC)CC)C.[C:25]([CH:27]1[CH2:29][CH2:28]1)#[CH:26]. (7) Given the product [CH2:20]([O:22][C:23](=[O:28])[CH2:24][CH2:25][CH2:26][NH:18][C:15]1[CH:14]=[CH:13][C:12]([CH2:11][CH2:10][CH2:9][CH2:8][NH:7][C:6]([O:5][C:1]([CH3:4])([CH3:2])[CH3:3])=[O:19])=[CH:17][CH:16]=1)[CH3:21], predict the reactants needed to synthesize it. The reactants are: [C:1]([O:5][C:6](=[O:19])[NH:7][CH2:8][CH2:9][CH2:10][CH2:11][C:12]1[CH:17]=[CH:16][C:15]([NH2:18])=[CH:14][CH:13]=1)([CH3:4])([CH3:3])[CH3:2].[CH2:20]([O:22][C:23](=[O:28])[CH2:24][CH2:25][CH2:26]Br)[CH3:21].CN1CCOCC1. (8) Given the product [F:23][C:22]([F:25])([F:24])[S:19]([O:11][C:2]1[CH:3]=[CH:4][C:5]2[CH:6]=[CH:7][CH2:8][CH2:9][C:10]=2[CH:1]=1)(=[O:21])=[O:20], predict the reactants needed to synthesize it. The reactants are: [CH:1]1[C:10]2[CH2:9][CH2:8][CH:7]=[CH:6][C:5]=2[CH:4]=[CH:3][C:2]=1[OH:11].C(N(CC)CC)C.[S:19](O[S:19]([C:22]([F:25])([F:24])[F:23])(=[O:21])=[O:20])([C:22]([F:25])([F:24])[F:23])(=[O:21])=[O:20]. (9) Given the product [CH:39]([Si:38]([CH:42]([CH3:44])[CH3:43])=[O:30])([CH3:41])[CH3:40].[CH:23]([C@@H:18]1[CH2:19][C:14]2[C@@:15]([CH3:21])([C@@H:5]3[C@@H:6]([CH2:12][CH:13]=2)[C@H:7]2[C@@:2]([CH3:1])([C:10](=[O:11])[CH2:9][CH2:8]2)[CH2:3][CH2:4]3)[CH2:16][CH2:17]1)([CH3:29])[CH3:24], predict the reactants needed to synthesize it. The reactants are: [CH3:1][C@@:2]12[C:10](=[O:11])[CH2:9][CH2:8][C@H:7]1[C@@H:6]1[CH2:12][CH:13]=[C:14]3[CH2:19][C@@H:18](O)[CH2:17][CH2:16][C@:15]3([CH3:21])[C@H:5]1[CH2:4][CH2:3]2.N1C(C)=CC=[CH:24][C:23]=1[CH3:29].[O:30]([Si:38](C(C)C)([CH:42]([CH3:44])[CH3:43])[CH:39]([CH3:41])[CH3:40])S(C(F)(F)F)(=O)=O.